This data is from Peptide-MHC class I binding affinity with 185,985 pairs from IEDB/IMGT. The task is: Regression. Given a peptide amino acid sequence and an MHC pseudo amino acid sequence, predict their binding affinity value. This is MHC class I binding data. (1) The peptide sequence is TTEQEIQF. The MHC is Mamu-B17 with pseudo-sequence Mamu-B17. The binding affinity (normalized) is 0. (2) The peptide sequence is PIIVAGFSGK. The MHC is HLA-A11:01 with pseudo-sequence HLA-A11:01. The binding affinity (normalized) is 0.387. (3) The peptide sequence is FPRDPVSTF. The MHC is HLA-B27:03 with pseudo-sequence HLA-B27:03. The binding affinity (normalized) is 0.0847. (4) The peptide sequence is DARYCSEFIR. The MHC is HLA-A03:01 with pseudo-sequence HLA-A03:01. The binding affinity (normalized) is 0.